Dataset: Forward reaction prediction with 1.9M reactions from USPTO patents (1976-2016). Task: Predict the product of the given reaction. (1) Given the reactants Br[C:2]1[CH:3]=[C:4]2[C:9](=[CH:10][CH:11]=1)[CH2:8][N:7]([C:12](=[O:14])[CH3:13])[CH2:6][CH2:5]2.C([O-])(=O)C.[K+].[B:20]1([B:20]2[O:24][C:23]([CH3:26])([CH3:25])[C:22]([CH3:28])([CH3:27])[O:21]2)[O:24][C:23]([CH3:26])([CH3:25])[C:22]([CH3:28])([CH3:27])[O:21]1, predict the reaction product. The product is: [CH3:27][C:22]1([CH3:28])[C:23]([CH3:26])([CH3:25])[O:24][B:20]([C:2]2[CH:3]=[C:4]3[C:9](=[CH:10][CH:11]=2)[CH2:8][N:7]([C:12](=[O:14])[CH3:13])[CH2:6][CH2:5]3)[O:21]1. (2) Given the reactants [OH:1][C:2]([C:55]1[S:56][CH:57]=[CH:58][CH:59]=1)([C:50]1[S:51][CH:52]=[CH:53][CH:54]=1)[C:3]([O:5][C@H:6]1[CH2:11][CH2:10][C@H:9]([N:12]([CH2:14][CH2:15][CH2:16][N:17]2[C:21]3[CH:22]=[CH:23][C:24]([CH2:26][NH:27][CH2:28][C@H:29]([O:42][Si](C(C)(C)C)(C)C)[C:30]4[CH:39]=[CH:38][C:37]([OH:40])=[C:36]5[C:31]=4[CH:32]=[CH:33][C:34](=[O:41])[NH:35]5)=[CH:25][C:20]=3N=N2)[CH3:13])[CH2:8][CH2:7]1)=[O:4].[FH:60].F.F.[CH2:63](N(CC)CC)[CH3:64].C(#N)C, predict the reaction product. The product is: [FH:60].[FH:60].[OH:1][C:2]([C:50]1[S:51][CH:52]=[CH:53][CH:54]=1)([C:55]1[S:56][CH:57]=[CH:58][CH:59]=1)[C:3]([O:5][C@H:6]1[CH2:7][CH2:8][C@H:9]([N:12]([CH2:14][CH2:15][CH2:16][N:17]2[C:21]3[C:20](=[CH:25][C:24]([CH2:26][NH:27][CH2:28][C@H:29]([OH:42])[C:30]4[CH:39]=[CH:38][C:37]([OH:40])=[C:36]5[C:31]=4[CH:32]=[CH:33][C:34](=[O:41])[NH:35]5)=[CH:23][CH:22]=3)[CH:64]=[CH:63]2)[CH3:13])[CH2:10][CH2:11]1)=[O:4]. (3) Given the reactants [NH:1]1CCC[C@H]1C(O)=O.[OH-:9].[Na+].Br[C:12]1[CH:17]=[CH:16][C:15]([C@H:18]([C:33]2[CH:38]=[CH:37][CH:36]=[CH:35][C:34]=2[CH3:39])[CH2:19][C:20]2([C:25]3[CH:26]=[CH:27][C:28](=[O:32])[N:29]([CH3:31])[N:30]=3)OCCO2)=[CH:14][CH:13]=1.[CH3:40][S:41]([O-:43])=[O:42].[Na+], predict the reaction product. The product is: [OH:9]/[N:1]=[C:20](/[C:25]1[CH:26]=[CH:27][C:28](=[O:32])[N:29]([CH3:31])[N:30]=1)\[CH2:19][C@H:18]([C:15]1[CH:16]=[CH:17][C:12]([S:41]([CH3:40])(=[O:43])=[O:42])=[CH:13][CH:14]=1)[C:33]1[CH:38]=[CH:37][CH:36]=[CH:35][C:34]=1[CH3:39]. (4) Given the reactants [CH2:1]([NH:8][C:9]1[CH:16]=[CH:15][C:12]([CH:13]=O)=[CH:11][CH:10]=1)[C:2]1[CH:7]=[CH:6][CH:5]=[CH:4][CH:3]=1.[N+:17]([CH3:20])([O-:19])=[O:18].C([O-])(=O)C.[NH4+], predict the reaction product. The product is: [CH2:1]([NH:8][C:9]1[CH:16]=[CH:15][C:12](/[CH:13]=[CH:20]/[N+:17]([O-:19])=[O:18])=[CH:11][CH:10]=1)[C:2]1[CH:7]=[CH:6][CH:5]=[CH:4][CH:3]=1.